Dataset: Full USPTO retrosynthesis dataset with 1.9M reactions from patents (1976-2016). Task: Predict the reactants needed to synthesize the given product. The reactants are: CC[O-].[Na+].[C:5]([CH2:7][C:8]([O:10][CH2:11][CH3:12])=[O:9])#[N:6].[N:13]([C:16]1[CH:21]=[CH:20][CH:19]=[C:18]([Cl:22])[C:17]=1[F:23])=[N+:14]=[N-:15].O. Given the product [NH2:6][C:5]1[N:13]([C:16]2[CH:21]=[CH:20][CH:19]=[C:18]([Cl:22])[C:17]=2[F:23])[N:14]=[N:15][C:7]=1[C:8]([O:10][CH2:11][CH3:12])=[O:9], predict the reactants needed to synthesize it.